Dataset: Peptide-MHC class II binding affinity with 134,281 pairs from IEDB. Task: Regression. Given a peptide amino acid sequence and an MHC pseudo amino acid sequence, predict their binding affinity value. This is MHC class II binding data. (1) The peptide sequence is AASGAATVAAGGYKV. The MHC is HLA-DPA10201-DPB10501 with pseudo-sequence HLA-DPA10201-DPB10501. The binding affinity (normalized) is 0. (2) The MHC is DRB1_0901 with pseudo-sequence DRB1_0901. The binding affinity (normalized) is 0.351. The peptide sequence is IDLTKIDRCFQLRGNGV. (3) The peptide sequence is SCWAFSGVAATESAY. The MHC is DRB1_0101 with pseudo-sequence DRB1_0101. The binding affinity (normalized) is 0.781. (4) The peptide sequence is EKKWFAATQFEPLAA. The MHC is HLA-DQA10101-DQB10501 with pseudo-sequence HLA-DQA10101-DQB10501. The binding affinity (normalized) is 0.353. (5) The peptide sequence is AKSSPAYPSVLGQTI. The MHC is HLA-DPA10103-DPB10401 with pseudo-sequence HLA-DPA10103-DPB10401. The binding affinity (normalized) is 0.0352. (6) The peptide sequence is ELFVAAYVPYVAWLV. The MHC is DRB4_0101 with pseudo-sequence DRB4_0103. The binding affinity (normalized) is 0.287. (7) The binding affinity (normalized) is 0.121. The peptide sequence is APQLPDDLMIRVIAQ. The MHC is DRB1_0901 with pseudo-sequence DRB1_0901. (8) The peptide sequence is ATSLDTMTQMNQAFR. The MHC is DRB3_0202 with pseudo-sequence DRB3_0202. The binding affinity (normalized) is 0.0747.